Dataset: Full USPTO retrosynthesis dataset with 1.9M reactions from patents (1976-2016). Task: Predict the reactants needed to synthesize the given product. (1) Given the product [C:25]([O:24][C:22]([N:20]1[CH2:21][C@H:17]([C:8]2[CH:9]=[CH:10][CH:11]=[C:12]([C:13]([F:15])([F:16])[F:14])[C:7]=2[C:5]([O:4][CH:1]([CH3:2])[CH3:3])=[O:6])[C@H:18]([C:29]([OH:31])=[O:30])[CH2:19]1)=[O:23])([CH3:26])([CH3:28])[CH3:27], predict the reactants needed to synthesize it. The reactants are: [CH:1]([O:4][C:5]([C:7]1[C:12]([C:13]([F:16])([F:15])[F:14])=[CH:11][CH:10]=[CH:9][C:8]=1[C@H:17]1[CH2:21][N:20]([C:22]([O:24][C:25]([CH3:28])([CH3:27])[CH3:26])=[O:23])[CH2:19][C@H:18]1[C:29]([O:31]C)=[O:30])=[O:6])([CH3:3])[CH3:2].[OH-].[Li+]. (2) Given the product [C:21]([C:20]1[CH:23]=[C:16]([NH:15][C:12]([C:5]2[C:4]3[C:8](=[CH:9][CH:10]=[C:2]([F:1])[CH:3]=3)[NH:7][C:6]=2[CH3:11])=[O:14])[CH:17]=[CH:18][C:19]=1[O:24][CH2:25][C:26]([CH3:28])([CH3:27])[CH3:29])#[N:22], predict the reactants needed to synthesize it. The reactants are: [F:1][C:2]1[CH:3]=[C:4]2[C:8](=[CH:9][CH:10]=1)[NH:7][C:6]([CH3:11])=[C:5]2[C:12]([OH:14])=O.[NH2:15][C:16]1[CH:17]=[CH:18][C:19]([O:24][CH2:25][C:26]([CH3:29])([CH3:28])[CH3:27])=[C:20]([CH:23]=1)[C:21]#[N:22]. (3) The reactants are: [F:1][C:2]1[CH:7]=[CH:6][CH:5]=[CH:4][C:3]=1[SH:8].[OH:9][C@@H:10]1[CH2:14][CH2:13][CH2:12][C@H:11]1[NH:15][C:16]1[N:24]=[CH:23][N:22]=[C:21]2[C:17]=1[N:18]=[CH:19][N:20]2[CH:25]1[C@H:29]([OH:30])[C@H:28]([OH:31])[C@@H:27]([CH2:32]Cl)[O:26]1. Given the product [OH:9][C@@H:10]1[CH2:14][CH2:13][CH2:12][C@H:11]1[NH:15][C:16]1[N:24]=[CH:23][N:22]=[C:21]2[C:17]=1[N:18]=[CH:19][N:20]2[CH:25]1[C@H:29]([OH:30])[C@H:28]([OH:31])[C@@H:27]([CH2:32][S:8][C:3]2[CH:4]=[CH:5][CH:6]=[CH:7][C:2]=2[F:1])[O:26]1, predict the reactants needed to synthesize it. (4) Given the product [CH2:1]([C:3]1[C:8]([O:9][C:10]2[CH:15]=[CH:14][N:13]=[C:12]([C:16]3[CH:17]=[N:18][N:19]([CH3:21])[CH:20]=3)[CH:11]=2)=[CH:7][CH:6]=[C:5]([NH:24][NH2:25])[N:4]=1)[CH3:2], predict the reactants needed to synthesize it. The reactants are: [CH2:1]([C:3]1[C:8]([O:9][C:10]2[CH:15]=[CH:14][N:13]=[C:12]([C:16]3[CH:17]=[N:18][N:19]([CH3:21])[CH:20]=3)[CH:11]=2)=[CH:7][CH:6]=[C:5](F)[N:4]=1)[CH3:2].O.[NH2:24][NH2:25].C([O-])(O)=O.[Na+]. (5) Given the product [Cl:1][C:2]1[CH:3]=[C:4]([CH:21]=[CH:22][CH:23]=1)[O:5][CH2:6][C@H:7]([O:20][CH:35]1[CH2:34][CH2:33][CH2:32][CH2:31][O:43]1)[CH2:8][CH2:9][CH:10]1[CH:17]2[CH:13]([O:14][C:15](=[O:18])[CH2:16]2)[CH2:12][CH:11]1[O:19][CH:29]1[CH2:28][CH2:27][CH2:26][CH2:25][O:24]1, predict the reactants needed to synthesize it. The reactants are: [Cl:1][C:2]1[CH:3]=[C:4]([CH:21]=[CH:22][CH:23]=1)[O:5][CH2:6][C@H:7]([OH:20])[CH2:8][CH2:9][CH:10]1[CH:17]2[CH:13]([O:14][C:15](=[O:18])[CH2:16]2)[CH2:12][CH:11]1[OH:19].[O:24]1[CH:29]=[CH:28][CH2:27][CH2:26][CH2:25]1.O.[C:31]1(C)C=[CH:35][C:34](S(O)(=O)=O)=[CH:33][CH:32]=1.C([O-])(O)=[O:43].[Na+]. (6) Given the product [CH2:8]([O:7][C:5](=[O:6])[CH:4]([O:3][CH2:1][CH3:2])[CH2:10][C:11]1[CH:12]=[CH:13][C:14]([O:17][CH2:18][C:19]([C:20]2[CH:25]=[CH:24][CH:23]=[C:22]([O:26][CH3:27])[CH:21]=2)=[O:28])=[CH:15][CH:16]=1)[CH3:9], predict the reactants needed to synthesize it. The reactants are: [CH2:1]([O:3][CH:4]([CH2:10][C:11]1[CH:16]=[CH:15][C:14]([O:17][CH2:18][CH:19]([OH:28])[C:20]2[CH:25]=[CH:24][CH:23]=[C:22]([O:26][CH3:27])[CH:21]=2)=[CH:13][CH:12]=1)[C:5]([O:7][CH2:8][CH3:9])=[O:6])[CH3:2].OI1(=O)C2C=CC=CC=2C(=O)O1. (7) The reactants are: [CH:1]1([C:7]2([CH3:15])[N:11]([CH3:12])[C:10](=[O:13])[NH:9][C:8]2=[O:14])[CH2:6][CH2:5][CH2:4][CH2:3][CH2:2]1.Cl[CH2:17][C:18]([C:20]1[NH:21][CH:22]=[CH:23][CH:24]=1)=[O:19]. Given the product [CH:1]1([C:7]2([CH3:15])[N:11]([CH3:12])[C:10](=[O:13])[N:9]([CH2:17][C:18](=[O:19])[C:20]3[NH:21][CH:22]=[CH:23][CH:24]=3)[C:8]2=[O:14])[CH2:2][CH2:3][CH2:4][CH2:5][CH2:6]1, predict the reactants needed to synthesize it.